From a dataset of Forward reaction prediction with 1.9M reactions from USPTO patents (1976-2016). Predict the product of the given reaction. (1) Given the reactants [NH:1]1[CH:5]=[CH:4][N:3]=[C:2]1[CH:6]=[O:7].Cl[CH2:9][CH2:10][C:11]1[CH:12]=[N:13][CH:14]=[N:15][CH:16]=1, predict the reaction product. The product is: [N:13]1[CH:12]=[C:11]([CH2:10][CH2:9][N:1]2[CH:5]=[CH:4][N:3]=[C:2]2[CH:6]=[O:7])[CH:16]=[N:15][CH:14]=1. (2) Given the reactants Br[C:2]1[CH:7]=[CH:6][C:5]([NH:8][C:9]([C:11]2[N:12]([CH2:18][O:19][CH2:20][CH2:21][Si:22]([CH3:25])([CH3:24])[CH3:23])[CH:13]=[C:14]([C:16]#[N:17])[N:15]=2)=[O:10])=[C:4]([C:26]2[CH2:31][CH2:30][CH2:29][CH2:28][CH:27]=2)[CH:3]=1.[C:32]1(B(O)O)[CH:37]=[CH:36][CH:35]=[CH:34][CH:33]=1, predict the reaction product. The product is: [C:26]1([C:4]2[CH:3]=[C:2]([C:32]3[CH:37]=[CH:36][CH:35]=[CH:34][CH:33]=3)[CH:7]=[CH:6][C:5]=2[NH:8][C:9]([C:11]2[N:12]([CH2:18][O:19][CH2:20][CH2:21][Si:22]([CH3:24])([CH3:25])[CH3:23])[CH:13]=[C:14]([C:16]#[N:17])[N:15]=2)=[O:10])[CH2:31][CH2:30][CH2:29][CH2:28][CH:27]=1. (3) Given the reactants [C:1](Cl)(=[O:6])[C:2]([CH3:5])([CH3:4])[CH3:3].[Br:8][C:9]1[CH:14]=[CH:13][C:12]([NH:15][C:16]([C:18]2[C:37]([O:38][CH2:39][CH:40]([F:42])[F:41])=[CH:36][C:21]3[N:22]([CH3:35])[C:23]([NH:25][C:26]4[CH:31]=[C:30]([CH2:32][NH2:33])[CH:29]=[CH:28][C:27]=4[Cl:34])=[N:24][C:20]=3[CH:19]=2)=[O:17])=[CH:11][CH:10]=1.O, predict the reaction product. The product is: [Br:8][C:9]1[CH:14]=[CH:13][C:12]([NH:15][C:16]([C:18]2[C:37]([O:38][CH2:39][CH:40]([F:42])[F:41])=[CH:36][C:21]3[N:22]([CH3:35])[C:23]([NH:25][C:26]4[CH:31]=[C:30]([CH2:32][NH:33][C:1]([C:2]([CH3:5])([CH3:4])[CH3:3])=[O:6])[CH:29]=[CH:28][C:27]=4[Cl:34])=[N:24][C:20]=3[CH:19]=2)=[O:17])=[CH:11][CH:10]=1.